This data is from Forward reaction prediction with 1.9M reactions from USPTO patents (1976-2016). The task is: Predict the product of the given reaction. Given the reactants [Cl:1][C:2]1[CH:7]=[CH:6][C:5]([CH2:8][N:9]2[CH2:13][CH2:12][NH:11][C:10]2=[CH:14][N+:15]([O-:17])=[O:16])=[CH:4][N:3]=1.C(#N)C.[CH:21](=[O:25])[C:22]([CH3:24])=[CH2:23], predict the reaction product. The product is: [Cl:1][C:2]1[N:3]=[CH:4][C:5]([CH2:8][N:9]2[C:10]3=[C:14]([N+:15]([O-:17])=[O:16])[CH2:23][CH:22]([CH3:24])[CH:21]([OH:25])[N:11]3[CH2:12][CH2:13]2)=[CH:6][CH:7]=1.